This data is from Full USPTO retrosynthesis dataset with 1.9M reactions from patents (1976-2016). The task is: Predict the reactants needed to synthesize the given product. Given the product [Br:19][C@@H:6]1[C@H:5]2[O:1][CH2:2][CH2:3][C@@:4]2([CH2:17][OH:18])[CH2:8][C@@H:7]1[NH:9][C:10](=[O:16])[O:11][C:12]([CH3:15])([CH3:13])[CH3:14], predict the reactants needed to synthesize it. The reactants are: [OH:1][CH2:2][CH2:3][C@@:4]1([CH2:17][OH:18])[CH2:8][C@H:7]([NH:9][C:10](=[O:16])[O:11][C:12]([CH3:15])([CH3:14])[CH3:13])[CH:6]=[CH:5]1.[Br:19]N1C(=O)CCC1=O.O.